Dataset: Forward reaction prediction with 1.9M reactions from USPTO patents (1976-2016). Task: Predict the product of the given reaction. (1) Given the reactants C(O[C:6]([N:8]1[CH2:12][C:11](=[N:13][O:14][CH3:15])[CH2:10][C@H:9]1[C:16]([OH:18])=O)=[O:7])(C)(C)C.[C:19]1([C:28]2[CH:33]=[CH:32][CH:31]=[CH:30][CH:29]=2)[CH:24]=[CH:23][C:22](C(Cl)=O)=[CH:21][CH:20]=1.[NH2:34][CH2:35][CH:36]([OH:45])[CH2:37][O:38][C:39]1[CH:44]=[CH:43][CH:42]=[CH:41][CH:40]=1, predict the reaction product. The product is: [C:28]1([C:19]2[CH:20]=[CH:21][CH:22]=[CH:23][CH:24]=2)[CH:29]=[CH:30][C:31]([C:6]([N:8]2[CH2:12][C:11](=[N:13][O:14][CH3:15])[CH2:10][CH:9]2[C:16]([NH:34][CH2:35][CH:36]([OH:45])[CH2:37][O:38][C:39]2[CH:44]=[CH:43][CH:42]=[CH:41][CH:40]=2)=[O:18])=[O:7])=[CH:32][CH:33]=1. (2) Given the reactants [CH3:1][C:2]1[C:10]2[C:9]([C:11]([OH:13])=O)=[CH:8][C:7]([CH3:14])=[N:6][C:5]=2[N:4]([C:15]2[CH:20]=[CH:19][CH:18]=[CH:17][CH:16]=2)[N:3]=1.[NH2:21][C:22]1[C:23]([CH3:29])=[N:24][CH:25]=[CH:26][C:27]=1[CH3:28].N1C=CC=CC=1.P(Cl)(Cl)(Cl)=O, predict the reaction product. The product is: [CH3:29][C:23]1[C:22]([NH:21][C:11]([C:9]2[C:10]3[C:2]([CH3:1])=[N:3][N:4]([C:15]4[CH:20]=[CH:19][CH:18]=[CH:17][CH:16]=4)[C:5]=3[N:6]=[C:7]([CH3:14])[CH:8]=2)=[O:13])=[C:27]([CH3:28])[CH:26]=[CH:25][N:24]=1. (3) Given the reactants Br[CH2:2][C:3]1[CH:10]=[CH:9][C:6]([C:7]#[N:8])=[CH:5][CH:4]=1.[CH:11]([NH:14][CH:15]([CH3:17])[CH3:16])([CH3:13])[CH3:12], predict the reaction product. The product is: [CH:11]([N:14]([CH2:2][C:3]1[CH:10]=[CH:9][C:6]([C:7]#[N:8])=[CH:5][CH:4]=1)[CH:15]([CH3:17])[CH3:16])([CH3:13])[CH3:12]. (4) Given the reactants Br[CH2:2][CH2:3][CH2:4][O:5][C:6]1[CH:11]=[CH:10][C:9]([C:12]2[C:13]3[CH:20]=[CH:19][CH:18]=[CH:17][C:14]=3[S:15][CH:16]=2)=[CH:8][CH:7]=1.[S:21]1[CH:25]=[CH:24][C:23]([CH2:26][NH2:27])=[CH:22]1.C(=O)([O-])[O-].[K+].[K+].C(#N)C, predict the reaction product. The product is: [S:15]1[CH:16]=[C:12]([C:9]2[CH:10]=[CH:11][C:6]([O:5][CH2:4][CH2:3][CH2:2][NH:27][CH2:26][C:23]3[CH:24]=[CH:25][S:21][CH:22]=3)=[CH:7][CH:8]=2)[C:13]2[CH:20]=[CH:19][CH:18]=[CH:17][C:14]1=2. (5) The product is: [Cl:92][CH2:4][CH2:5][O:6][C:7]1[C:8]([O:37][CH3:38])=[CH:9][C:10]2[N:14]=[CH:13][N:12]([C:15]3[S:19][C:18]([C:20]([O:22][CH3:23])=[O:21])=[C:17]([O:24][CH2:25][C:26]4[CH:31]=[CH:30][CH:29]=[CH:28][C:27]=4[C:32]([F:35])([F:34])[F:33])[CH:16]=3)[C:11]=2[CH:36]=1. Given the reactants CN(C)C[CH2:4][CH2:5][O:6][C:7]1[C:8]([O:37][CH3:38])=[CH:9][C:10]2[N:14]=[CH:13][N:12]([C:15]3[S:19][C:18]([C:20]([O:22][CH3:23])=[O:21])=[C:17]([O:24][CH2:25][C:26]4[CH:31]=[CH:30][CH:29]=[CH:28][C:27]=4[C:32]([F:35])([F:34])[F:33])[CH:16]=3)[C:11]=2[CH:36]=1.OC1C(OC)=CC2N=CN(C3SC(C(OC)=O)=C(OCC4C=CC=CC=4C(F)(F)F)C=3)C=2C=1.C1(P(C2C=CC=CC=2)C2C=CC=CC=2)C=CC=CC=1.[Cl:92]CCO.N(C(OCC)=O)=NC(OCC)=O, predict the reaction product. (6) Given the reactants [Br:1][C:2]1[N:7]=[C:6](/[CH:8]=[C:9](\[C:31]#[N:32])/[C:10]([NH:12][CH:13]([C:17]2[CH:22]=[CH:21][C:20]([O:23][CH2:24][CH2:25][N:26]([CH2:29]C)[CH2:27]C)=[CH:19][CH:18]=2)[CH2:14][CH2:15][CH3:16])=[O:11])[CH:5]=[CH:4][CH:3]=1.C(CC(NC(C1C=CC(OCCN(C)C)=CC=1)CCC)=O)#N, predict the reaction product. The product is: [Br:1][C:2]1[N:7]=[C:6](/[CH:8]=[C:9](\[C:31]#[N:32])/[C:10]([NH:12][CH:13]([C:17]2[CH:18]=[CH:19][C:20]([O:23][CH2:24][CH2:25][N:26]([CH3:27])[CH3:29])=[CH:21][CH:22]=2)[CH2:14][CH2:15][CH3:16])=[O:11])[CH:5]=[CH:4][CH:3]=1. (7) The product is: [F:15][C:4]1[CH:5]=[C:6]2[C:10](=[C:2]([C:20]3[CH:19]=[CH:18][C:17]([F:16])=[C:22]([F:23])[C:21]=3[F:24])[CH:3]=1)[NH:9][C:8]([C:11]([NH2:13])=[O:12])=[C:7]2[CH3:14]. Given the reactants Br[C:2]1[CH:3]=[C:4]([F:15])[CH:5]=[C:6]2[C:10]=1[NH:9][C:8]([C:11]([NH2:13])=[O:12])=[C:7]2[CH3:14].[F:16][C:17]1[C:22]([F:23])=[C:21]([F:24])[CH:20]=[CH:19][C:18]=1B(O)O, predict the reaction product. (8) Given the reactants C(OC(=O)[NH:7][CH:8]1[CH2:13][CH2:12][CH:11]([N:14]2[C:18]3=[C:19]4[S:25][CH:24]=[CH:23][C:20]4=[N:21][CH:22]=[C:17]3[N:16]=[C:15]2[C@H:26]([OH:28])[CH3:27])[CH2:10][CH2:9]1)(C)(C)C.[ClH:30].O1CCOCC1, predict the reaction product. The product is: [ClH:30].[ClH:30].[NH2:7][CH:8]1[CH2:13][CH2:12][CH:11]([N:14]2[C:18]3=[C:19]4[S:25][CH:24]=[CH:23][C:20]4=[N:21][CH:22]=[C:17]3[N:16]=[C:15]2[C@H:26]([OH:28])[CH3:27])[CH2:10][CH2:9]1.[ClH:30]. (9) Given the reactants [CH3:1][C:2]1[N:3]=[CH:4][N:5]([C:8]2[CH:9]=[C:10]([NH:14][C:15]([NH2:17])=[S:16])[CH:11]=[CH:12][CH:13]=2)[C:6]=1[CH3:7].Cl[CH:19]1[C:28]2[C:23](=[CH:24][CH:25]=[CH:26][CH:27]=2)[CH2:22][CH2:21][C:20]1=O, predict the reaction product. The product is: [S:16]1[C:24]2[C:23]3[C:28]([CH2:27][CH2:26][C:25]=2[N:17]=[C:15]1[NH:14][C:10]1[CH:11]=[CH:12][CH:13]=[C:8]([N:5]2[C:6]([CH3:7])=[C:2]([CH3:1])[N:3]=[CH:4]2)[CH:9]=1)=[CH:19][CH:20]=[CH:21][CH:22]=3.